This data is from Catalyst prediction with 721,799 reactions and 888 catalyst types from USPTO. The task is: Predict which catalyst facilitates the given reaction. (1) Reactant: [Cl:1][C:2]1[CH:19]=[C:18]([N+:20]([O-])=O)[CH:17]=[CH:16][C:3]=1[O:4][C:5]1[CH:10]=[CH:9][N:8]=[C:7]([NH:11][CH2:12][CH2:13][CH2:14][OH:15])[N:6]=1. Product: [NH2:20][C:18]1[CH:17]=[CH:16][C:3]([O:4][C:5]2[CH:10]=[CH:9][N:8]=[C:7]([NH:11][CH2:12][CH2:13][CH2:14][OH:15])[N:6]=2)=[C:2]([Cl:1])[CH:19]=1. The catalyst class is: 78. (2) Reactant: Br[C:2]1[C:3]([CH2:25][CH3:26])=[C:4]([C:8]2[N:12]=[C:11]([C:13]3[CH:14]=[CH:15][C:16]([O:21][CH:22]([CH3:24])[CH3:23])=[C:17]([CH:20]=3)[C:18]#[N:19])[O:10][N:9]=2)[CH:5]=[CH:6][CH:7]=1.CC(P(C(C)(C)C)C(C)(C)C)(C)C.C([O-])([O-])=O.[Cs+].[Cs+].Br[Zn][CH2:48][CH2:49][CH2:50][C:51]([O:53][CH2:54][CH3:55])=[O:52]. Product: [C:18]([C:17]1[CH:20]=[C:13]([C:11]2[O:10][N:9]=[C:8]([C:4]3[C:3]([CH2:25][CH3:26])=[C:2]([CH2:48][CH2:49][CH2:50][C:51]([O:53][CH2:54][CH3:55])=[O:52])[CH:7]=[CH:6][CH:5]=3)[N:12]=2)[CH:14]=[CH:15][C:16]=1[O:21][CH:22]([CH3:24])[CH3:23])#[N:19]. The catalyst class is: 443. (3) Reactant: [Cl:1][CH:2]([Cl:28])[C:3]([N:5]1[C@H:9]([CH2:10][F:11])[C@@H:8]([C:12]2[CH:17]=[CH:16][C:15]([C:18]3[CH:19]=[N:20][C:21]([CH2:24]Cl)=[CH:22][CH:23]=3)=[CH:14][CH:13]=2)[O:7]C1(C)C)=[O:4].[CH3:29][S:30]([O-:32])=[O:31].[Na+]. Product: [Cl:1][CH:2]([Cl:28])[C:3]([NH:5][C@H:9]([CH2:10][F:11])[C@H:8]([OH:7])[C:12]1[CH:17]=[CH:16][C:15]([C:18]2[CH:19]=[N:20][C:21]([CH2:24][S:30]([CH3:29])(=[O:32])=[O:31])=[CH:22][CH:23]=2)=[CH:14][CH:13]=1)=[O:4]. The catalyst class is: 9. (4) Reactant: [C:1]([O:5][C:6]([N:8]1[CH2:13][CH2:12][CH2:11][CH:10]([C:14]2[CH:19]=[CH:18][CH:17]=[CH:16][CH:15]=2)[CH:9]1[C:20](O)=[O:21])=[O:7])([CH3:4])([CH3:3])[CH3:2].[NH:23]1[C:31]2[C:26](=[CH:27][C:28]([NH2:32])=[CH:29][CH:30]=2)[CH:25]=[N:24]1.CN(C(ON1N=NC2C=CC=NC1=2)=[N+](C)C)C.F[P-](F)(F)(F)(F)F.CCN(C(C)C)C(C)C. Product: [NH:23]1[C:31]2[C:26](=[CH:27][C:28]([NH:32][C:20]([CH:9]3[CH:10]([C:14]4[CH:19]=[CH:18][CH:17]=[CH:16][CH:15]=4)[CH2:11][CH2:12][CH2:13][N:8]3[C:6]([O:5][C:1]([CH3:4])([CH3:3])[CH3:2])=[O:7])=[O:21])=[CH:29][CH:30]=2)[CH:25]=[N:24]1. The catalyst class is: 3. (5) Reactant: [H-].C([Al+]CC(C)C)C(C)C.[CH3:11][C:12]1[CH:36]=[CH:35][C:15]([CH2:16][C:17]2([C:30](OCC)=[O:31])[CH2:22][CH2:21][CH2:20][N:19]([C:23]([O:25][C:26]([CH3:29])([CH3:28])[CH3:27])=[O:24])[CH2:18]2)=[CH:14][CH:13]=1. Product: [OH:31][CH2:30][C:17]1([CH2:16][C:15]2[CH:35]=[CH:36][C:12]([CH3:11])=[CH:13][CH:14]=2)[CH2:22][CH2:21][CH2:20][N:19]([C:23]([O:25][C:26]([CH3:27])([CH3:28])[CH3:29])=[O:24])[CH2:18]1. The catalyst class is: 116.